This data is from Full USPTO retrosynthesis dataset with 1.9M reactions from patents (1976-2016). The task is: Predict the reactants needed to synthesize the given product. (1) Given the product [CH3:20][N:19]1[C:18]2[CH:21]=[CH:22][CH:23]=[CH:24][C:17]=2[N:16]=[C:15]1[NH:14][C:4]([C:3]1[CH:7]=[C:8]([N+:11]([O-:13])=[O:12])[CH:9]=[CH:10][C:2]=1[Cl:1])=[O:5], predict the reactants needed to synthesize it. The reactants are: [Cl:1][C:2]1[CH:10]=[CH:9][C:8]([N+:11]([O-:13])=[O:12])=[CH:7][C:3]=1[C:4](Cl)=[O:5].[NH2:14][C:15]1[N:19]([CH3:20])[C:18]2[CH:21]=[CH:22][CH:23]=[CH:24][C:17]=2[N:16]=1.C(=O)(O)[O-].[Na+].O. (2) Given the product [C:1]([C:5]1[CH:6]=[C:7]([C:15]2[N:19]([C:20]3[CH:25]=[CH:24][C:23]([NH:26][S:27]([CH3:30])(=[O:29])=[O:28])=[CH:22][CH:21]=3)[N:18]=[C:17]([C:31]3[CH:40]=[CH:39][C:34]([C:35]([OH:37])=[O:36])=[CH:33][CH:32]=3)[CH:16]=2)[CH:8]=[C:9]([C:11]([CH3:14])([CH3:13])[CH3:12])[CH:10]=1)([CH3:2])([CH3:3])[CH3:4], predict the reactants needed to synthesize it. The reactants are: [C:1]([C:5]1[CH:6]=[C:7]([C:15]2[N:19]([C:20]3[CH:25]=[CH:24][C:23]([NH:26][S:27]([CH3:30])(=[O:29])=[O:28])=[CH:22][CH:21]=3)[N:18]=[C:17]([C:31]3[CH:40]=[CH:39][C:34]([C:35]([O:37]C)=[O:36])=[CH:33][CH:32]=3)[CH:16]=2)[CH:8]=[C:9]([C:11]([CH3:14])([CH3:13])[CH3:12])[CH:10]=1)([CH3:4])([CH3:3])[CH3:2].[Li+].[OH-]. (3) Given the product [Si:45]([O:44][CH2:43][C@@H:34]([O:33][Si:26]([C:29]([CH3:32])([CH3:31])[CH3:30])([CH3:27])[CH3:28])[C@@H:35]([NH:36][S@:37]([C:39]([CH3:40])([CH3:41])[CH3:42])=[O:38])[CH2:5][C:4]#[C:3][Si:2]([CH3:7])([CH3:6])[CH3:1])([C:48]([CH3:51])([CH3:50])[CH3:49])([CH3:47])[CH3:46], predict the reactants needed to synthesize it. The reactants are: [CH3:1][Si:2]([CH3:7])([CH3:6])[C:3]#[C:4][CH3:5].CN(C)C(N(C)C)C.C([Li])(C)(C)C.CCCCC.[Si:26]([O:33][C@H:34]([CH2:43][O:44][Si:45]([C:48]([CH3:51])([CH3:50])[CH3:49])([CH3:47])[CH3:46])/[CH:35]=[N:36]/[S@:37]([C:39]([CH3:42])([CH3:41])[CH3:40])=[O:38])([C:29]([CH3:32])([CH3:31])[CH3:30])([CH3:28])[CH3:27]. (4) Given the product [CH2:41]([O:43][C:44](=[O:52])[CH2:45][C:46]1[N:47]=[C:48]([C:9]2[CH:10]=[CH:11][C:6]([C:3]([CH2:4][CH3:5])([C:22]3[CH:27]=[CH:26][C:25](/[CH:28]=[CH:29]/[C:30]([OH:35])([C:36]([F:38])([F:39])[F:37])[C:31]([F:34])([F:33])[F:32])=[C:24]([CH3:40])[CH:23]=3)[CH2:1][CH3:2])=[CH:7][C:8]=2[CH3:21])[S:49][CH:50]=1)[CH3:42], predict the reactants needed to synthesize it. The reactants are: [CH2:1]([C:3]([C:22]1[CH:27]=[CH:26][C:25](/[CH:28]=[CH:29]/[C:30]([C:36]([F:39])([F:38])[F:37])([OH:35])[C:31]([F:34])([F:33])[F:32])=[C:24]([CH3:40])[CH:23]=1)([C:6]1[CH:11]=[CH:10][C:9](B2OC(C)(C)C(C)(C)O2)=[C:8]([CH3:21])[CH:7]=1)[CH2:4][CH3:5])[CH3:2].[CH2:41]([O:43][C:44](=[O:52])[CH2:45][C:46]1[N:47]=[C:48](Br)[S:49][CH:50]=1)[CH3:42].P([O-])([O-])([O-])=O.[K+].[K+].[K+]. (5) Given the product [CH3:41][Si:40]([C:38]#[C:39][C:7]1[CH:12]=[CH:11][C:10]([CH2:13][CH2:14][CH2:15][N:16]2[C:24](=[O:25])[C:23]3[C:18](=[CH:19][CH:20]=[CH:21][CH:22]=3)[C:17]2=[O:26])=[CH:9][CH:8]=1)([CH3:43])[CH3:42], predict the reactants needed to synthesize it. The reactants are: FC(F)(F)S(O[C:7]1[CH:12]=[CH:11][C:10]([CH2:13][CH2:14][CH2:15][N:16]2[C:24](=[O:25])[C:23]3[C:18](=[CH:19][CH:20]=[CH:21][CH:22]=3)[C:17]2=[O:26])=[CH:9][CH:8]=1)(=O)=O.C(N(CC)C(C)C)(C)C.[C:38]([Si:40]([CH3:43])([CH3:42])[CH3:41])#[CH:39].O.